Dataset: Reaction yield outcomes from USPTO patents with 853,638 reactions. Task: Predict the reaction yield, written as a fraction of the theoretical maximum amount of product (1.0 means a 100% yield; for example, 0.34 means a 34% yield). (1) The yield is 0.980. The product is [Cl:24][C:21]1[CH:20]=[CH:19][C:18]([C:13]2[C:12]([CH2:11][O:10][C:7]3[CH:8]=[CH:9][C:4]([C:3]([OH:25])=[O:2])=[CH:5][N:6]=3)=[C:16]([CH3:17])[O:15][N:14]=2)=[CH:23][CH:22]=1. No catalyst specified. The reactants are C[O:2][C:3](=[O:25])[C:4]1[CH:9]=[CH:8][C:7]([O:10][CH2:11][C:12]2[C:13]([C:18]3[CH:23]=[CH:22][C:21]([Cl:24])=[CH:20][CH:19]=3)=[N:14][O:15][C:16]=2[CH3:17])=[N:6][CH:5]=1.COC(=O)C1C=CC(OCC2C(C3C=CC=C(F)C=3)=NOC=2C)=NC=1. (2) The reactants are [N:1]1[CH:6]=[CH:5][CH:4]=[CH:3][C:2]=1[C:7]1[C:11]([CH2:12][O:13][C:14]2[CH:22]=[CH:21][C:17]([C:18]([OH:20])=O)=[CH:16][N:15]=2)=[CH:10][O:9][N:8]=1.[CH2:23]([NH2:25])[CH3:24]. No catalyst specified. The product is [CH2:23]([NH:25][C:18](=[O:20])[C:17]1[CH:21]=[CH:22][C:14]([O:13][CH2:12][C:11]2[C:7]([C:2]3[CH:3]=[CH:4][CH:5]=[CH:6][N:1]=3)=[N:8][O:9][CH:10]=2)=[N:15][CH:16]=1)[CH3:24]. The yield is 0.810. (3) The reactants are Br[C:2]1[CH:26]=[CH:25][C:5]2[C:6]3[N:10]([CH2:11][CH2:12][O:13][C:4]=2[CH:3]=1)[CH:9]=[C:8]([C:14]1[N:15]([CH:22]([CH3:24])[CH3:23])[N:16]=[C:17]([CH2:19][O:20][CH3:21])[N:18]=1)[N:7]=3.[CH3:27][C:28]([OH:45])([CH3:44])[CH2:29][N:30]1[CH:34]=[C:33](B2OC(C)(C)C(C)(C)O2)[CH:32]=[N:31]1.C(Cl)Cl.C(=O)([O-])[O-].[Cs+].[Cs+]. The catalyst is C1C=CC(P(C2C=CC=CC=2)[C-]2C=CC=C2)=CC=1.C1C=CC(P(C2C=CC=CC=2)[C-]2C=CC=C2)=CC=1.Cl[Pd]Cl.[Fe+2].O.COCCOC. The product is [CH:22]([N:15]1[C:14]([C:8]2[N:7]=[C:6]3[C:5]4[CH:25]=[CH:26][C:2]([C:33]5[CH:32]=[N:31][N:30]([CH2:29][C:28]([CH3:44])([OH:45])[CH3:27])[CH:34]=5)=[CH:3][C:4]=4[O:13][CH2:12][CH2:11][N:10]3[CH:9]=2)=[N:18][C:17]([CH2:19][O:20][CH3:21])=[N:16]1)([CH3:24])[CH3:23]. The yield is 0.350. (4) The reactants are [O:1]1[C:5]2[CH:6]=[CH:7][C:8]([CH2:10][C:11]3[N:20]4[N:21]=[C:22]([NH2:24])[N:23]=[C:19]4[C:18]4[C:17](F)=[CH:16][C:15]([F:26])=[CH:14][C:13]=4[N:12]=3)=[CH:9][C:4]=2[O:3][CH2:2]1.O1C2C=CC(CC3N4N=C(N)N=C4C4C=CC(F)=CC=4N=3)=CC=2OC1.[OH:52][CH2:53][CH2:54][NH2:55]. No catalyst specified. The product is [NH2:24][C:22]1[N:23]=[C:19]2[N:20]([C:11]([CH2:10][C:8]3[CH:7]=[CH:6][C:5]4[O:1][CH2:2][O:3][C:4]=4[CH:9]=3)=[N:12][C:13]3[CH:14]=[C:15]([F:26])[CH:16]=[C:17]([NH:55][CH2:54][CH2:53][OH:52])[C:18]=32)[N:21]=1. The yield is 0.170. (5) The reactants are [NH2:1][C:2]1[S:3][CH:4]=[C:5]([C:7]([CH3:10])([CH3:9])[CH3:8])[N:6]=1.[Br:11]N1C(=O)CCC1=O.CCCCCC. The catalyst is C(Cl)(Cl)(Cl)Cl. The product is [NH2:1][C:2]1[S:3][C:4]([Br:11])=[C:5]([C:7]([CH3:10])([CH3:9])[CH3:8])[N:6]=1. The yield is 0.937. (6) The reactants are [Cl:1][C:2]1[CH:3]=[C:4]([CH2:16][C:17]([O:19][CH3:20])=[O:18])[CH:5]=[CH:6][C:7]=1OS(C(F)(F)F)(=O)=O.C([O-])(=O)C.[K+].[B:26]1([B:26]2[O:30][C:29]([CH3:32])([CH3:31])[C:28]([CH3:34])([CH3:33])[O:27]2)[O:30][C:29]([CH3:32])([CH3:31])[C:28]([CH3:34])([CH3:33])[O:27]1. The catalyst is O1CCOCC1.C1(P(C2C=CC=CC=2)[C-]2C=CC=C2)C=CC=CC=1.[C-]1(P(C2C=CC=CC=2)C2C=CC=CC=2)C=CC=C1.[Fe+2].C1C=CC(P(C2C=CC=CC=2)[C-]2C=CC=C2)=CC=1.C1C=CC(P(C2C=CC=CC=2)[C-]2C=CC=C2)=CC=1.Cl[Pd]Cl.[Fe+2].C(Cl)Cl. The product is [Cl:1][C:2]1[CH:3]=[C:4]([CH2:16][C:17]([O:19][CH3:20])=[O:18])[CH:5]=[CH:6][C:7]=1[B:26]1[O:30][C:29]([CH3:32])([CH3:31])[C:28]([CH3:34])([CH3:33])[O:27]1. The yield is 1.00. (7) The reactants are [Br:1][C:2]1[CH:7]=[CH:6][C:5]([OH:8])=[CH:4][CH:3]=1.C(=O)([O-])[O-].[K+].[K+].Br[CH2:16][C:17]1[CH:24]=[CH:23][C:20]([CH:21]=[O:22])=[CH:19][CH:18]=1. The catalyst is CN(C)C=O. The product is [Br:1][C:2]1[CH:7]=[CH:6][C:5]([O:8][CH2:16][C:17]2[CH:24]=[CH:23][C:20]([CH:21]=[O:22])=[CH:19][CH:18]=2)=[CH:4][CH:3]=1. The yield is 0.860. (8) The reactants are [Si]([O:8][CH2:9][C:10]1([CH3:35])[S:16][CH2:15][CH2:14][N:13]2[C:17]([C:20]3([C:23]4[CH:28]=[CH:27][C:26]([C:29]5[N:30]=[N:31][CH:32]=[CH:33][CH:34]=5)=[CH:25][CH:24]=4)[CH2:22][CH2:21]3)=[N:18][N:19]=[C:12]2[CH2:11]1)(C(C)(C)C)(C)C.Cl. The catalyst is CO. The product is [CH3:35][C:10]1([CH2:9][OH:8])[S:16][CH2:15][CH2:14][N:13]2[C:17]([C:20]3([C:23]4[CH:24]=[CH:25][C:26]([C:29]5[N:30]=[N:31][CH:32]=[CH:33][CH:34]=5)=[CH:27][CH:28]=4)[CH2:22][CH2:21]3)=[N:18][N:19]=[C:12]2[CH2:11]1. The yield is 0.570. (9) The reactants are [C:1]([NH:4][C:5]1[S:6][C:7]([C:11]2[N:12]=[C:13]([C:16](Cl)=[O:17])[S:14][CH:15]=2)=[C:8]([CH3:10])[N:9]=1)(=[O:3])[CH3:2].[CH2:19]([NH2:22])[C:20]#[CH:21].C(N(CC)CC)C. The catalyst is C1COCC1.C(Cl)Cl. The product is [C:1]([NH:4][C:5]1[S:6][C:7]([C:11]2[N:12]=[C:13]([C:16]([NH:22][CH2:19][C:20]#[CH:21])=[O:17])[S:14][CH:15]=2)=[C:8]([CH3:10])[N:9]=1)(=[O:3])[CH3:2]. The yield is 0.490.